Task: Predict which catalyst facilitates the given reaction.. Dataset: Catalyst prediction with 721,799 reactions and 888 catalyst types from USPTO (1) Reactant: [Na+].Br[CH2:3][CH2:4][CH2:5][S:6]([O-:9])(=[O:8])=[O:7].C[O-].[Na+].[CH2:13]([SH:16])[CH2:14][SH:15].Cl. Product: [CH2:13]([S:16][CH2:3][CH2:4][CH2:5][S:6]([OH:9])(=[O:8])=[O:7])[CH2:14][S:15][CH2:3][CH2:4][CH2:5][S:6]([OH:9])(=[O:8])=[O:7]. The catalyst class is: 88. (2) Reactant: C1(PC2C=CC=CC=2)C=CC=CC=1.[N:14]([CH:17]([C:19]1[O:20][C:21]([C:25]2[CH:30]=[CH:29][C:28]([Cl:31])=[CH:27][CH:26]=2)=[C:22]([CH3:24])[N:23]=1)[CH3:18])=[N+]=[N-]. Product: [Cl:31][C:28]1[CH:27]=[CH:26][C:25]([C:21]2[O:20][C:19]([CH:17]([NH2:14])[CH3:18])=[N:23][C:22]=2[CH3:24])=[CH:30][CH:29]=1. The catalyst class is: 5.